This data is from CYP2D6 inhibition data for predicting drug metabolism from PubChem BioAssay. The task is: Regression/Classification. Given a drug SMILES string, predict its absorption, distribution, metabolism, or excretion properties. Task type varies by dataset: regression for continuous measurements (e.g., permeability, clearance, half-life) or binary classification for categorical outcomes (e.g., BBB penetration, CYP inhibition). Dataset: cyp2d6_veith. The result is 0 (non-inhibitor). The compound is N=C(N=C(N)N)N1CCOCC1.